Dataset: Peptide-MHC class II binding affinity with 134,281 pairs from IEDB. Task: Regression. Given a peptide amino acid sequence and an MHC pseudo amino acid sequence, predict their binding affinity value. This is MHC class II binding data. (1) The peptide sequence is SWEYWGAQLNAMKPD. The MHC is DRB5_0101 with pseudo-sequence DRB5_0101. The binding affinity (normalized) is 0.542. (2) The peptide sequence is EDDLLNRNNTFKPFA. The MHC is DRB1_0301 with pseudo-sequence DRB1_0301. The binding affinity (normalized) is 0.198. (3) The peptide sequence is VASRKASNTILPLMA. The binding affinity (normalized) is 0. The MHC is HLA-DQA10303-DQB10402 with pseudo-sequence HLA-DQA10303-DQB10402. (4) The peptide sequence is ISASSAAQRRGRIGR. The MHC is DRB1_0404 with pseudo-sequence DRB1_0404. The binding affinity (normalized) is 0.235. (5) The peptide sequence is VIRDLAAMDGGGFYA. The MHC is HLA-DQA10102-DQB10501 with pseudo-sequence HLA-DQA10102-DQB10501. The binding affinity (normalized) is 0.395. (6) The peptide sequence is PKFENIAEGLR. The MHC is HLA-DQA10102-DQB10602 with pseudo-sequence HLA-DQA10102-DQB10602. The binding affinity (normalized) is 0.0801. (7) The binding affinity (normalized) is 0.836. The peptide sequence is YVAWMSATAALAREA. The MHC is DRB1_1602 with pseudo-sequence DRB1_1602. (8) The peptide sequence is GRLLRGHDQSAYDG. The MHC is DRB3_0202 with pseudo-sequence DRB3_0202. The binding affinity (normalized) is 0.306. (9) The peptide sequence is IGEGKVTLRIRNVRF. The MHC is HLA-DQA10401-DQB10402 with pseudo-sequence HLA-DQA10401-DQB10402. The binding affinity (normalized) is 0.241. (10) The peptide sequence is GELQDVDKIDAAFKI. The MHC is DRB1_0701 with pseudo-sequence DRB1_0701. The binding affinity (normalized) is 0.612.